This data is from Forward reaction prediction with 1.9M reactions from USPTO patents (1976-2016). The task is: Predict the product of the given reaction. (1) Given the reactants F[C:2]1[CH:7]=[CH:6][C:5]([C:8]2[CH:9]=[N:10][N:11]3[CH2:16][CH2:15][NH:14][CH2:13][C:12]=23)=[CH:4][CH:3]=1.[F:17]C1C=CC=CC=1B(O)O, predict the reaction product. The product is: [F:17][C:6]1[CH:7]=[CH:2][CH:3]=[CH:4][C:5]=1[C:8]1[CH:9]=[N:10][N:11]2[CH2:16][CH2:15][NH:14][CH2:13][C:12]=12. (2) Given the reactants Br[C:2]1[C:3]([O:18][CH2:19][CH:20]2[CH2:22][CH2:21]2)=[N:4][CH:5]=[C:6]([CH:17]=1)[C:7]([NH:9][C@@H:10]1[CH2:15][CH2:14][CH2:13][CH2:12][C@H:11]1[OH:16])=[O:8].[F:23][C:24]([F:36])([F:35])[O:25][C:26]1[CH:31]=[CH:30][C:29](B(O)O)=[CH:28][CH:27]=1, predict the reaction product. The product is: [CH:20]1([CH2:19][O:18][C:3]2[C:2]([C:29]3[CH:28]=[CH:27][C:26]([O:25][C:24]([F:23])([F:35])[F:36])=[CH:31][CH:30]=3)=[CH:17][C:6]([C:7]([NH:9][C@@H:10]3[CH2:15][CH2:14][CH2:13][CH2:12][C@H:11]3[OH:16])=[O:8])=[CH:5][N:4]=2)[CH2:22][CH2:21]1. (3) The product is: [Cl:1][CH2:2][CH2:3][CH2:4][C:5]1[S:9][C:8]([C:10]2[CH:15]=[CH:14][CH:13]=[CH:12][CH:11]=2)=[N:7][C:6]=1[C:16]([NH:39][C:38]1[CH:40]=[CH:41][CH:42]=[CH:43][C:37]=1[C:29]1[S:30][C:31]2[C:36]([N:28]=1)=[CH:35][CH:34]=[CH:33][N:32]=2)=[O:17]. Given the reactants [Cl:1][CH2:2][CH2:3][CH2:4][C:5]1[S:9][C:8]([C:10]2[CH:15]=[CH:14][CH:13]=[CH:12][CH:11]=2)=[N:7][C:6]=1[C:16](Cl)=[O:17].CCN(C(C)C)C(C)C.[N:28]1[C:36]2[C:31](=[N:32][CH:33]=[CH:34][CH:35]=2)[S:30][C:29]=1[C:37]1[CH:43]=[CH:42][CH:41]=[CH:40][C:38]=1[NH2:39], predict the reaction product.